This data is from Reaction yield outcomes from USPTO patents with 853,638 reactions. The task is: Predict the reaction yield, written as a fraction of the theoretical maximum amount of product (1.0 means a 100% yield; for example, 0.34 means a 34% yield). (1) The reactants are [F:1][C:2]([F:11])([F:10])[C:3]1[CH:4]=[C:5]([CH:7]=[CH:8][CH:9]=1)[NH2:6].[N:12]([O-])=O.[Na+].[CH3:16][C:17](=[O:22])[CH2:18][C:19](=[O:21])[CH3:20].C([O-])(=O)C.[Na+]. The catalyst is Cl.O.C(O)C. The product is [F:1][C:2]([F:10])([F:11])[C:3]1[CH:4]=[C:5]([NH:6][N:12]=[C:18]([C:17](=[O:22])[CH3:16])[C:19](=[O:21])[CH3:20])[CH:7]=[CH:8][CH:9]=1. The yield is 0.900. (2) The yield is 0.580. The catalyst is CN(C)C1C=CN=CC=1.ClCCl. The reactants are [C:1]1([CH2:7][O:8][C:9]2[CH:17]=[CH:16][CH:15]=[CH:14][C:10]=2[C:11]([OH:13])=[O:12])[CH:6]=[CH:5][CH:4]=[CH:3][CH:2]=1.[Br:18][CH2:19][CH2:20][CH2:21]O.Cl.CN(C)CCCN=C=NCC. The product is [C:1]1([CH2:7][O:8][C:9]2[CH:17]=[CH:16][CH:15]=[CH:14][C:10]=2[C:11]([O:13][CH2:21][CH2:20][CH2:19][Br:18])=[O:12])[CH:2]=[CH:3][CH:4]=[CH:5][CH:6]=1. (3) The reactants are [N:1]([CH2:4][C@:5]1([CH3:23])[O:10][C:9]2[C:11]([C:15]3[CH:20]=[CH:19][CH:18]=[CH:17][C:16]=3[O:21][CH3:22])=[CH:12][CH:13]=[CH:14][C:8]=2[O:7][CH2:6]1)=[N+]=[N-].C1(P(C2C=CC=CC=2)C2C=CC=CC=2)C=CC=CC=1. No catalyst specified. The product is [CH3:22][O:21][C:16]1[CH:17]=[CH:18][CH:19]=[CH:20][C:15]=1[C:11]1[C:9]2[O:10][C@:5]([CH2:4][NH2:1])([CH3:23])[CH2:6][O:7][C:8]=2[CH:14]=[CH:13][CH:12]=1. The yield is 0.900. (4) The reactants are CCN(CC)CC.[CH3:20][C:19]([O:18][C:16](O[C:16]([O:18][C:19]([CH3:22])([CH3:21])[CH3:20])=[O:17])=[O:17])([CH3:22])[CH3:21].[NH2:23][CH2:24][C:25]1[CH:26]=[C:27]([CH:29]=[C:30]([O:32][CH3:33])[CH:31]=1)[NH2:28]. The yield is 0.360. The product is [NH2:28][C:27]1[CH:26]=[C:25]([CH:31]=[C:30]([O:32][CH3:33])[CH:29]=1)[CH2:24][NH:23][C:16](=[O:17])[O:18][C:19]([CH3:20])([CH3:21])[CH3:22]. The catalyst is CO. (5) The yield is 0.860. The reactants are Cl.[CH3:2][O:3][C:4]1[CH:5]=[C:6]2[C:10](=[CH:11][C:12]=1[N+:13]([O-:15])=[O:14])[NH:9][CH2:8][CH2:7]2.[CH3:16][N:17]([CH3:23])[C@@H:18]([C:20](O)=[O:21])[CH3:19].C1CN([P+](ON2N=NC3C=CC=CC2=3)(N2CCCC2)N2CCCC2)CC1.F[P-](F)(F)(F)(F)F.CCN(C(C)C)C(C)C. The catalyst is CN(C)C=O. The product is [CH3:16][N:17]([CH3:23])[C@H:18]([CH3:19])[C:20]([N:9]1[C:10]2[C:6](=[CH:5][C:4]([O:3][CH3:2])=[C:12]([N+:13]([O-:15])=[O:14])[CH:11]=2)[CH2:7][CH2:8]1)=[O:21].